This data is from Experimentally validated miRNA-target interactions with 360,000+ pairs, plus equal number of negative samples. The task is: Binary Classification. Given a miRNA mature sequence and a target amino acid sequence, predict their likelihood of interaction. The miRNA is hsa-miR-199b-5p with sequence CCCAGUGUUUAGACUAUCUGUUC. The protein sequence of the target gene is MTGYTMLRNGGAGNGGQTCMLRWSNRIRLTWLSFTLFVILVFFPLIAHYYLTTLDEADEAGKRIFGPRVGNELCEVKHVLDLCRIRESVSEELLQLEAKRQELNSEIAKLNLKIEACKKSIENAKQDLLQLKNVISQTEHSYKELMAQNQPKLSLPIRLLPEKDDAGLPPPKATRGCRLHNCFDYSRCPLTSGFPVYVYDSDQFVFGSYLDPLVKQAFQATARANVYVTENADIACLYVILVGEMQEPVVLRPAELEKQLYSLPHWRTDGHNHVIINLSRKSDTQNLLYNVSTGRAMVAQ.... Result: 1 (interaction).